This data is from Reaction yield outcomes from USPTO patents with 853,638 reactions. The task is: Predict the reaction yield, written as a fraction of the theoretical maximum amount of product (1.0 means a 100% yield; for example, 0.34 means a 34% yield). (1) The reactants are [F:1][C:2]([F:7])([F:6])[C:3](O)=[O:4].S(Cl)(Cl)=O.[NH2:12][C:13]1[CH:18]=[CH:17][CH:16]=[CH:15][N:14]=1.C(=O)([O-])[O-].[K+].[K+].[Cl:25][C:26]1[CH:31]=[CH:30][C:29]([CH2:32]Cl)=[CH:28][N:27]=1. The catalyst is CN1CCCC1=O.O.C1(C)C=CC=CC=1.CN(C)C=O. The product is [Cl:25][C:26]1[N:27]=[CH:28][C:29]([CH2:32][N:14]2[CH:15]=[CH:16][CH:17]=[CH:18][C:13]2=[N:12][C:3](=[O:4])[C:2]([F:7])([F:6])[F:1])=[CH:30][CH:31]=1. The yield is 0.533. (2) The reactants are [C:1]([O:5][C:6]([C@H:8]1[CH2:10][C@H:9]1[C:11]([OH:13])=O)=[O:7])([CH3:4])([CH3:3])[CH3:2]. The catalyst is O1CCCC1. The product is [C:1]([O:5][C:6]([C@H:8]1[CH2:10][C@H:9]1[C:11](=[O:13])[CH2:8][C:6]([O:5][CH2:1][CH3:2])=[O:7])=[O:7])([CH3:2])([CH3:3])[CH3:4]. The yield is 0.641.